From a dataset of Full USPTO retrosynthesis dataset with 1.9M reactions from patents (1976-2016). Predict the reactants needed to synthesize the given product. (1) Given the product [CH2:1]([O:3][C:4](=[O:29])[CH2:5][N:6]([C:12]1[CH:17]=[C:16]([Cl:18])[C:15]([O:19][C:20]2[CH:21]=[CH:22][C:23]([O:26][CH3:27])=[C:24]([C:35](=[O:36])[C:34]3[CH:38]=[CH:39][C:31]([Cl:30])=[CH:32][CH:33]=3)[CH:25]=2)=[C:14]([Cl:28])[CH:13]=1)[C:7]([O:9][CH2:10][CH3:11])=[O:8])[CH3:2], predict the reactants needed to synthesize it. The reactants are: [CH2:1]([O:3][C:4](=[O:29])[CH2:5][N:6]([C:12]1[CH:17]=[C:16]([Cl:18])[C:15]([O:19][C:20]2[CH:25]=[CH:24][C:23]([O:26][CH3:27])=[CH:22][CH:21]=2)=[C:14]([Cl:28])[CH:13]=1)[C:7]([O:9][CH2:10][CH3:11])=[O:8])[CH3:2].[Cl:30][C:31]1[CH:39]=[CH:38][C:34]([C:35](O)=[O:36])=[CH:33][CH:32]=1. (2) Given the product [CH:11]([CH2:4][C:3](=[CH2:5])[C:2]([OH:7])=[O:6])=[CH:12][C:13]1[CH:18]=[CH:17][CH:16]=[CH:15][CH:14]=1.[Na:1].[C:19]([OH:24])(=[O:23])[C:20]([CH3:22])=[CH2:21].[CH2:9]1[O:10][CH2:8]1, predict the reactants needed to synthesize it. The reactants are: [Na:1].[C:2]([OH:7])(=[O:6])[C:3]([CH3:5])=[CH2:4].[CH2:8]1[O:10][CH2:9]1.[CH2:11]=[CH:12][C:13]1[CH:18]=[CH:17][CH:16]=[CH:15][CH:14]=1.[C:19]([OH:24])(=[O:23])[C:20]([CH3:22])=[CH2:21].S(OOS([O-])(=O)=O)([O-])(=O)=O.[NH4+].[NH4+]. (3) Given the product [CH3:20][C:21]1[O:1][N:2]=[C:3]([C:5]2[CH:19]=[CH:18][C:8]([C:9]([NH:11][CH2:12][CH2:13][C:14]([F:16])([F:15])[F:17])=[O:10])=[CH:7][CH:6]=2)[N:4]=1, predict the reactants needed to synthesize it. The reactants are: [OH:1][N:2]=[C:3]([C:5]1[CH:19]=[CH:18][C:8]([C:9]([NH:11][CH2:12][CH2:13][C:14]([F:17])([F:16])[F:15])=[O:10])=[CH:7][CH:6]=1)[NH2:4].[C:20](O)(=O)[CH3:21].C(P1(=O)OP(CCC)(=O)OP(CCC)(=O)O1)CC.CCN(C(C)C)C(C)C. (4) Given the product [CH:39]1[C:40]2[C:44]3[CH:45]=[CH:46][CH:47]=[CH:48][C:43]=3[O:42][C:41]=2[C:36]([C:25]2[CH:24]=[CH:23][C:35]3[N:34]([C:2]4[CH:7]=[CH:6][C:5]([C:8]5[N:9]([C:17]6[CH:18]=[CH:19][CH:20]=[CH:21][CH:22]=6)[C:10]6[CH:16]=[CH:15][CH:14]=[CH:13][C:11]=6[N:12]=5)=[CH:4][CH:3]=4)[C:33]4[C:28]([C:27]=3[CH:26]=2)=[CH:29][CH:30]=[CH:31][CH:32]=4)=[CH:37][CH:38]=1, predict the reactants needed to synthesize it. The reactants are: Br[C:2]1[CH:7]=[CH:6][C:5]([C:8]2[N:9]([C:17]3[CH:22]=[CH:21][CH:20]=[CH:19][CH:18]=3)[C:10]3[CH:16]=[CH:15][CH:14]=[CH:13][C:11]=3[N:12]=2)=[CH:4][CH:3]=1.[CH:23]1[C:35]2[NH:34][C:33]3[C:28](=[CH:29][CH:30]=[CH:31][CH:32]=3)[C:27]=2[CH:26]=[C:25]([C:36]2[C:41]3[O:42][C:43]4[CH:48]=[CH:47][CH:46]=[CH:45][C:44]=4[C:40]=3[CH:39]=[CH:38][CH:37]=2)[CH:24]=1.C(P(C(C)(C)C)C(C)(C)C)(C)(C)C.CC(C)([O-])C.[Na+]. (5) The reactants are: O=P(Cl)(Cl)[Cl:3].CN(C)C1C=CC=CC=1.[CH2:15]([O:17][C:18]1[CH:26]=[CH:25][C:21]([C:22]([NH2:24])=O)=[CH:20][C:19]=1[NH:27][C:28]1[S:29][CH:30]=[C:31](O)[N:32]=1)[CH3:16].O. Given the product [Cl:3][C:31]1[N:32]=[C:28]([NH:27][C:19]2[CH:20]=[C:21]([CH:25]=[CH:26][C:18]=2[O:17][CH2:15][CH3:16])[C:22]#[N:24])[S:29][CH:30]=1, predict the reactants needed to synthesize it. (6) Given the product [CH3:12][N:10]1[C:9]([C:13](=[O:15])[NH:53][C:52]2[CH:54]=[CH:55][CH:56]=[C:50]([C:49]([F:48])([F:57])[F:58])[CH:51]=2)=[CH:8][C:7]([C:5](=[O:6])[C:4]([O:3][CH2:1][CH3:2])=[O:16])=[CH:11]1, predict the reactants needed to synthesize it. The reactants are: [CH2:1]([O:3][C:4](=[O:16])[C:5]([C:7]1[CH:8]=[C:9]([C:13]([OH:15])=O)[N:10]([CH3:12])[CH:11]=1)=[O:6])[CH3:2].C(N(CC)CC)C.F[P-](F)(F)(F)(F)F.N1(OC(N(C)C)=[N+](C)C)C2N=CC=CC=2N=N1.[F:48][C:49]([F:58])([F:57])[C:50]1[CH:51]=[C:52]([CH:54]=[CH:55][CH:56]=1)[NH2:53]. (7) Given the product [CH3:21][C:2]1[C:11]2[C:6](=[CH:7][CH:8]=[CH:9][CH:10]=2)[C:5]([O:12][C:13]2[CH:20]=[CH:19][C:16]([C:17]#[N:18])=[CH:15][N:14]=2)=[CH:4][N:3]=1, predict the reactants needed to synthesize it. The reactants are: Cl[C:2]1[C:11]2[C:6](=[CH:7][CH:8]=[CH:9][CH:10]=2)[C:5]([O:12][C:13]2[CH:20]=[CH:19][C:16]([C:17]#[N:18])=[CH:15][N:14]=2)=[CH:4][N:3]=1.[CH3:21]B1OB(C)OB(C)O1.C([O-])([O-])=O.[K+].[K+].